Dataset: Catalyst prediction with 721,799 reactions and 888 catalyst types from USPTO. Task: Predict which catalyst facilitates the given reaction. (1) Reactant: Cl[C:2]1[C:11]([N:12]([CH3:16])[CH:13]([CH3:15])[CH3:14])=[N:10][C:9]2[C:4](=[CH:5][CH:6]=[C:7]([C:17]([O:19][CH3:20])=[O:18])[CH:8]=2)[N:3]=1.CC1(C)OB([C:27]2[CH:31]=[CH:30][N:29]([Si:32]([CH:39]([CH3:41])[CH3:40])([CH:36]([CH3:38])[CH3:37])[CH:33]([CH3:35])[CH3:34])[CH:28]=2)OC1(C)C.C(=O)([O-])[O-].[Na+].[Na+]. Product: [CH3:16][N:12]([CH:13]([CH3:15])[CH3:14])[C:11]1[C:2]([C:27]2[CH:31]=[CH:30][N:29]([Si:32]([CH:36]([CH3:38])[CH3:37])([CH:39]([CH3:41])[CH3:40])[CH:33]([CH3:34])[CH3:35])[CH:28]=2)=[N:3][C:4]2[C:9]([N:10]=1)=[CH:8][C:7]([C:17]([O:19][CH3:20])=[O:18])=[CH:6][CH:5]=2. The catalyst class is: 70. (2) Reactant: [Cl:1][C:2]1[CH:17]=[CH:16][C:5]2[O:6][C:7]3[CH:15]=[CH:14][CH:13]=[CH:12][C:8]=3[C:9](=O)[NH:10][C:4]=2[CH:3]=1.COC1C=CC(P2(=S)SP(=S)(C3C=CC(OC)=CC=3)S2)=CC=1.CI.[NH:42]1[CH2:47][CH2:46][NH:45][CH2:44][CH2:43]1. Product: [Cl:1][C:2]1[CH:17]=[CH:16][C:5]2[O:6][C:7]3[CH:15]=[CH:14][CH:13]=[CH:12][C:8]=3[C:9]([N:42]3[CH2:47][CH2:46][NH:45][CH2:44][CH2:43]3)=[N:10][C:4]=2[CH:3]=1. The catalyst class is: 11. (3) Reactant: [OH:1][C:2]1[CH:9]=[CH:8][C:5]([CH:6]=[O:7])=[CH:4][C:3]=1[O:10][CH3:11].C(=O)([O-])[O-].[K+].[K+].Br[CH:19]([CH3:21])[CH3:20].O. Product: [CH:19]([O:1][C:2]1[CH:9]=[CH:8][C:5]([CH:6]=[O:7])=[CH:4][C:3]=1[O:10][CH3:11])([CH3:21])[CH3:20]. The catalyst class is: 3. (4) Reactant: [Li]CCCC.[CH3:6][O:7][CH2:8][CH2:9][C:10]1[N:11](S(N(C)C)(=O)=O)[CH:12]=[CH:13][N:14]=1.CN([CH:24]=[O:25])C.Cl.C([O-])(O)=O.[Na+]. Product: [CH3:6][O:7][CH2:8][CH2:9][C:10]1[NH:11][C:12]([CH:24]=[O:25])=[CH:13][N:14]=1. The catalyst class is: 1. (5) Reactant: F[C:2]1[C:7]([C@@H:8]2[CH2:13][CH2:12][CH2:11][C@H:10]([OH:14])[CH2:9]2)=[CH:6][CH:5]=[CH:4][N:3]=1.[N:15]1[CH:20]=[CH:19][CH:18]=[CH:17][C:16]=1[NH:21][C:22]1[CH:27]=[CH:26][C:25]([OH:28])=[CH:24][CH:23]=1.C(=O)([O-])[O-].[Cs+].[Cs+]. The catalyst class is: 37. Product: [N:15]1[CH:20]=[CH:19][CH:18]=[CH:17][C:16]=1[NH:21][C:22]1[CH:27]=[CH:26][C:25]([O:28][C:2]2[C:7]([C@@H:8]3[CH2:13][CH2:12][CH2:11][C@H:10]([OH:14])[CH2:9]3)=[CH:6][CH:5]=[CH:4][N:3]=2)=[CH:24][CH:23]=1. (6) Reactant: [CH2:1]([N:4]1[CH2:13][CH:12]2[C:14]3[CH:15]=[CH:16][C:17]([O:23][CH3:24])=[C:18]([O:21][CH3:22])[C:19]=3[O:20][C:10]3[C:11]2=[C:6]([CH:7]=[CH:8][CH:9]=3)[CH2:5]1)[CH:2]=[CH2:3]. Product: [CH2:1]([N:4]1[CH2:13][CH:12]2[C:14]3[CH:15]=[CH:16][C:17]([O:23][CH3:24])=[C:18]([O:21][CH3:22])[C:19]=3[O:20][C:10]3[C:11]2=[C:6]([CH:7]=[CH:8][CH:9]=3)[CH2:5]1)[CH2:2][CH3:3]. The catalyst class is: 29.